This data is from Catalyst prediction with 721,799 reactions and 888 catalyst types from USPTO. The task is: Predict which catalyst facilitates the given reaction. (1) The catalyst class is: 45. Product: [CH2:1]([CH:8]1[C:14]2[CH:15]=[CH:16][CH:17]=[CH:18][C:13]=2[CH2:12][CH2:11][CH:10]([NH:19][C:20]([O:22][C:23]([CH3:25])([CH3:24])[CH3:26])=[O:21])[C:9]1=[O:27])[C:2]1[CH:7]=[CH:6][CH:5]=[CH:4][CH:3]=1. Reactant: [CH:1](=[C:8]1[C:14]2[CH:15]=[CH:16][CH:17]=[CH:18][C:13]=2[CH2:12][CH2:11][CH:10]([NH:19][C:20]([O:22][C:23]([CH3:26])([CH3:25])[CH3:24])=[O:21])[C:9]1=[O:27])[C:2]1[CH:7]=[CH:6][CH:5]=[CH:4][CH:3]=1. (2) Reactant: Cl[C:2]1[C:7]([C:8]#[N:9])=[C:6]([CH:10]2[CH2:15][CH2:14][CH2:13][CH2:12][O:11]2)[C:5]([C:16]#[N:17])=[C:4]([CH3:18])[N:3]=1.[S-2:19].[Na+].[Na+]. Product: [CH3:18][C:4]1[C:5]([C:16]#[N:17])=[C:6]([CH:10]2[CH2:15][CH2:14][CH2:13][CH2:12][O:11]2)[C:7]([C:8]#[N:9])=[C:2]([SH:19])[N:3]=1. The catalyst class is: 3. (3) Reactant: [CH:1]1[CH:9]=[CH:8][CH:7]=[C:6]2[C:2]=1[C:3]1[CH2:14][CH2:13][CH2:12][CH2:11][C:10](=[O:15])[C:4]=1[NH:5]2.[CH3:16][N:17]([CH:19](N(C)C)N(C)C)[CH3:18].CN(C)C=O. Product: [CH3:16][N:17]([CH:19]=[C:11]1[C:10](=[O:15])[C:4]2[NH:5][C:6]3[C:2]([C:3]=2[CH2:14][CH2:13][CH2:12]1)=[CH:1][CH:9]=[CH:8][CH:7]=3)[CH3:18]. The catalyst class is: 6. (4) Reactant: [CH3:1][Mg]Cl.[CH2:4]([C:6]1[C:14]2[N:13]3[CH:15]=[CH:16][N:17]=[C:12]3[CH:11]=[N:10][C:9]=2[NH:8][C:7]=1[C:18]1[CH:23]=[CH:22][C:21]([C:24](=[O:26])[CH3:25])=[CH:20][CH:19]=1)[CH3:5]. Product: [CH2:4]([C:6]1[C:14]2[N:13]3[CH:15]=[CH:16][N:17]=[C:12]3[CH:11]=[N:10][C:9]=2[NH:8][C:7]=1[C:18]1[CH:23]=[CH:22][C:21]([C:24]([OH:26])([CH3:1])[CH3:25])=[CH:20][CH:19]=1)[CH3:5]. The catalyst class is: 1. (5) Reactant: [CH3:1][N:2]1[CH:6]=[C:5]([C:7]2[CH:12]=[CH:11][N:10]=[CH:9][CH:8]=2)[C:4]([C:13]2[CH:18]=[CH:17][C:16]([CH2:19][O:20][Si](C(C)C)(C(C)C)C(C)C)=[CH:15][CH:14]=2)=[N:3]1.CCCC[N+](CCCC)(CCCC)CCCC.[F-].C(=O)(O)[O-].[Na+]. Product: [CH3:1][N:2]1[CH:6]=[C:5]([C:7]2[CH:8]=[CH:9][N:10]=[CH:11][CH:12]=2)[C:4]([C:13]2[CH:18]=[CH:17][C:16]([CH2:19][OH:20])=[CH:15][CH:14]=2)=[N:3]1. The catalyst class is: 1. (6) The catalyst class is: 12. Reactant: [NH2:1][C:2]1[C:7]([CH3:8])=[C:6]([O:9][CH3:10])[CH:5]=[CH:4][C:3]=1[C:11]([CH3:13])=[O:12].[CH:14]([C:17]1[N:18]=[C:19]([C:22](Cl)=[O:23])[S:20][CH:21]=1)([CH3:16])[CH3:15]. Product: [CH:14]([C:17]1[N:18]=[C:19]([C:22]([NH:1][C:2]2[C:7]([CH3:8])=[C:6]([O:9][CH3:10])[CH:5]=[CH:4][C:3]=2[C:11](=[O:12])[CH3:13])=[O:23])[S:20][CH:21]=1)([CH3:16])[CH3:15].